Dataset: Reaction yield outcomes from USPTO patents with 853,638 reactions. Task: Predict the reaction yield, written as a fraction of the theoretical maximum amount of product (1.0 means a 100% yield; for example, 0.34 means a 34% yield). (1) The reactants are [CH3:1][N:2]1[C:10]2[C:5](=[CH:6][C:7]([CH:11]=O)=[CH:8][CH:9]=2)[CH:4]=[CH:3]1.[CH3:13][NH2:14].[BH4-].[Na+].O. The catalyst is CO. The product is [CH3:13][NH:14][CH2:11][C:7]1[CH:6]=[C:5]2[C:10](=[CH:9][CH:8]=1)[N:2]([CH3:1])[CH:3]=[CH:4]2. The yield is 1.00. (2) The reactants are [F:1][C:2]1[C:7]([C:8]2[NH:12][CH:11]=[C:10]([CH2:13][N:14]([CH3:22])[C:15](=[O:21])[O:16][C:17]([CH3:20])([CH3:19])[CH3:18])[CH:9]=2)=[CH:6][CH:5]=[CH:4][N:3]=1.[H-].[Na+].C1OCCOCCOCCOCCOC1.[O:40]1[C:44]([C:45]2[S:49][C:48]([S:50](Cl)(=[O:52])=[O:51])=[CH:47][CH:46]=2)=[CH:43][CH:42]=[N:41]1. The catalyst is O1CCCC1.C(=O)([O-])O.[Na+]. The product is [F:1][C:2]1[C:7]([C:8]2[N:12]([S:50]([C:48]3[S:49][C:45]([C:44]4[O:40][N:41]=[CH:42][CH:43]=4)=[CH:46][CH:47]=3)(=[O:51])=[O:52])[CH:11]=[C:10]([CH2:13][N:14]([CH3:22])[C:15](=[O:21])[O:16][C:17]([CH3:18])([CH3:19])[CH3:20])[CH:9]=2)=[CH:6][CH:5]=[CH:4][N:3]=1. The yield is 0.240. (3) The reactants are [C:1]([O:5][C:6]([N:8]1[CH2:13][CH2:12][CH:11]([CH2:14][O:15]S(C2C=CC(C)=CC=2)(=O)=O)[CH2:10][CH2:9]1)=[O:7])([CH3:4])([CH3:3])[CH3:2].[Cl:26][C:27]1[CH:28]=[C:29]([CH:50]=[CH:51][C:52]=1[O:53][CH2:54][C:55]1[CH:60]=[CH:59][CH:58]=[C:57]([F:61])[CH:56]=1)[NH:30][C:31]1[C:40]2[C:35](=[CH:36][C:37](O)=[CH:38][C:39]=2[O:41][CH:42]2[CH2:47][CH2:46][N:45]([CH3:48])[CH2:44][CH2:43]2)[N:34]=[CH:33][N:32]=1. No catalyst specified. The product is [Cl:26][C:27]1[CH:28]=[C:29]([CH:50]=[CH:51][C:52]=1[O:53][CH2:54][C:55]1[CH:60]=[CH:59][CH:58]=[C:57]([F:61])[CH:56]=1)[NH:30][C:31]1[C:40]2[C:35](=[CH:36][C:37]([O:15][CH2:14][CH:11]3[CH2:10][CH2:9][N:8]([C:6]([O:5][C:1]([CH3:2])([CH3:3])[CH3:4])=[O:7])[CH2:13][CH2:12]3)=[CH:38][C:39]=2[O:41][CH:42]2[CH2:47][CH2:46][N:45]([CH3:48])[CH2:44][CH2:43]2)[N:34]=[CH:33][N:32]=1. The yield is 0.650. (4) The reactants are [CH2:1]([C:5]1([C:15]2[CH:20]=[CH:19][CH:18]=[CH:17][CH:16]=2)[C:9]2[CH2:10][NH:11][CH2:12][CH2:13][C:8]=2[C:7](=[O:14])[O:6]1)[CH:2]([CH3:4])[CH3:3].[CH:21](=[O:30])/[CH:22]=[CH:23]/[C:24]1[CH:29]=[CH:28][CH:27]=[CH:26][CH:25]=1.C(O[BH-](OC(=O)C)OC(=O)C)(=O)C.[Na+].C(OCC)(=O)C. The catalyst is C1COCC1. The product is [C:21]([N:11]1[CH2:12][CH2:13][C:8]2[C:7](=[O:14])[O:6][C:5]([CH2:1][CH:2]([CH3:4])[CH3:3])([C:15]3[CH:20]=[CH:19][CH:18]=[CH:17][CH:16]=3)[C:9]=2[CH2:10]1)(=[O:30])[CH:22]=[CH:23][C:24]1[CH:29]=[CH:28][CH:27]=[CH:26][CH:25]=1. The yield is 0.630.